Dataset: Forward reaction prediction with 1.9M reactions from USPTO patents (1976-2016). Task: Predict the product of the given reaction. (1) Given the reactants [CH3:1][NH:2][S:3]([C:6]1[CH:14]=[C:13]2[C:9]([C:10]([CH3:19])([CH3:18])[CH2:11][N:12]2[C:15](=[O:17])[CH3:16])=[CH:8][C:7]=1Br)(=[O:5])=[O:4].C(N(CC)CC)C, predict the reaction product. The product is: [CH3:1][NH:2][S:3]([C:6]1[CH:14]=[C:13]2[C:9]([C:10]([CH3:19])([CH3:18])[CH2:11][N:12]2[C:15](=[O:17])[CH3:16])=[CH:8][CH:7]=1)(=[O:5])=[O:4]. (2) Given the reactants [Cl-].[CH:2]([C:5]1[CH:6]=[C:7]([C@@H:11]([NH3+:14])[CH2:12][CH3:13])[CH:8]=[CH:9][CH:10]=1)([CH3:4])[CH3:3].C([O:19][C:20]([C:22]1[CH:27]=[CH:26][CH:25]=[CH:24][C:23]=1[C:28]1[CH:33]=[CH:32][C:31]([CH2:34][N:35]2[C:43]3[C:38](=[CH:39][C:40]([C:44](O)=[O:45])=[CH:41][CH:42]=3)[C:37]([CH3:47])=[C:36]2[CH3:48])=[CH:30][CH:29]=1)=[O:21])(C)(C)C, predict the reaction product. The product is: [CH:2]([C:5]1[CH:6]=[C:7]([C@@H:11]([NH:14][C:44]([C:40]2[CH:39]=[C:38]3[C:43](=[CH:42][CH:41]=2)[N:35]([CH2:34][C:31]2[CH:30]=[CH:29][C:28]([C:23]4[C:22]([C:20]([OH:21])=[O:19])=[CH:27][CH:26]=[CH:25][CH:24]=4)=[CH:33][CH:32]=2)[C:36]([CH3:48])=[C:37]3[CH3:47])=[O:45])[CH2:12][CH3:13])[CH:8]=[CH:9][CH:10]=1)([CH3:4])[CH3:3]. (3) The product is: [F:31][C:32]1[CH:33]=[C:34]([CH2:39][C:40]([NH:1][C@@H:2]([C:24]2[CH:25]=[CH:26][C:27]([F:30])=[CH:28][CH:29]=2)[C:3]([NH:5][C@@H:6]2[C:12](=[O:13])[NH:11][C:10]3[CH:14]=[CH:15][CH:16]=[CH:17][C:9]=3[O:8][C@@H:7]2[C:18]2[CH:23]=[CH:22][CH:21]=[CH:20][CH:19]=2)=[O:4])=[O:41])[CH:35]=[C:36]([F:38])[CH:37]=1. Given the reactants [NH2:1][C@@H:2]([C:24]1[CH:29]=[CH:28][C:27]([F:30])=[CH:26][CH:25]=1)[C:3]([NH:5][C@@H:6]1[C:12](=[O:13])[NH:11][C:10]2[CH:14]=[CH:15][CH:16]=[CH:17][C:9]=2[O:8][C@@H:7]1[C:18]1[CH:23]=[CH:22][CH:21]=[CH:20][CH:19]=1)=[O:4].[F:31][C:32]1[CH:33]=[C:34]([CH2:39][C:40](O)=[O:41])[CH:35]=[C:36]([F:38])[CH:37]=1.C1C=CC2N(O)N=NC=2C=1.CN1CCOCC1.CCN=C=NCCCN(C)C.Cl, predict the reaction product. (4) Given the reactants [N+:1]([C:4]1[CH:18]=[CH:17][C:7]([CH2:8][P:9](=[O:16])([O:13][CH2:14][CH3:15])[O:10][CH2:11][CH3:12])=[CH:6][CH:5]=1)([O-])=O.[NH4+].[Cl-], predict the reaction product. The product is: [NH2:1][C:4]1[CH:5]=[CH:6][C:7]([CH2:8][P:9](=[O:16])([O:10][CH2:11][CH3:12])[O:13][CH2:14][CH3:15])=[CH:17][CH:18]=1.